This data is from Reaction yield outcomes from USPTO patents with 853,638 reactions. The task is: Predict the reaction yield, written as a fraction of the theoretical maximum amount of product (1.0 means a 100% yield; for example, 0.34 means a 34% yield). The reactants are Cl[C:2]1[N:7]=[N:6][C:5]([C:8]([C:10]2[CH:15]=[CH:14][CH:13]=[CH:12][N:11]=2)=[O:9])=[C:4]([CH3:16])[C:3]=1[CH3:17].[CH3:18][C@@H:19]1[CH2:24][NH:23][CH2:22][CH2:21][NH:20]1.C(N(CC)CC)C. The catalyst is CN1C(=O)CCC1. The product is [CH3:16][C:4]1[C:3]([CH3:17])=[C:2]([N:23]2[CH2:22][CH2:21][NH:20][C@H:19]([CH3:18])[CH2:24]2)[N:7]=[N:6][C:5]=1[C:8]([C:10]1[CH:15]=[CH:14][CH:13]=[CH:12][N:11]=1)=[O:9]. The yield is 0.970.